This data is from Full USPTO retrosynthesis dataset with 1.9M reactions from patents (1976-2016). The task is: Predict the reactants needed to synthesize the given product. (1) Given the product [CH3:1][C:2]1[CH:7]=[C:6]([CH:5]=[C:4]([CH2:11][N:12]2[CH2:17][CH2:16][O:15][CH2:14][CH2:13]2)[C:3]=1[N:18]1[CH2:23][CH2:22][N:21]([CH3:24])[CH2:20][CH2:19]1)[NH2:8], predict the reactants needed to synthesize it. The reactants are: [CH3:1][C:2]1[C:3]([N:18]2[CH2:23][CH2:22][N:21]([CH3:24])[CH2:20][CH2:19]2)=[C:4]([CH2:11][N:12]2[CH2:17][CH2:16][O:15][CH2:14][CH2:13]2)[CH:5]=[C:6]([N+:8]([O-])=O)[CH:7]=1.N1CCNCC1.C([O-])=O.[NH4+]. (2) Given the product [C:8]([C:12]1[CH:16]=[C:15]([NH:17][C:18]([NH:34][C:35]2[C:44]3[C:39](=[CH:40][CH:41]=[CH:42][CH:43]=3)[C:38]([O:45][C:46]3[CH:51]=[CH:50][N:49]=[C:48]([NH:52][C:53]4[CH:58]=[C:57]([O:59][CH2:60][CH2:61][O:62][CH2:63][CH2:64][O:65][CH2:66][CH2:67][O:68][CH3:69])[CH:56]=[C:55]([O:70][CH3:71])[CH:54]=4)[CH:47]=3)=[CH:37][CH:36]=2)=[O:19])[N:14]([C:27]2[CH:32]=[CH:31][C:30]([CH3:33])=[CH:29][CH:28]=2)[N:13]=1)([CH3:11])([CH3:10])[CH3:9], predict the reactants needed to synthesize it. The reactants are: C(N(CC)CC)C.[C:8]([C:12]1[CH:16]=[C:15]([NH:17][C:18](=O)[O:19]C2C=CC=CC=2)[N:14]([C:27]2[CH:32]=[CH:31][C:30]([CH3:33])=[CH:29][CH:28]=2)[N:13]=1)([CH3:11])([CH3:10])[CH3:9].[NH2:34][C:35]1[C:44]2[C:39](=[CH:40][CH:41]=[CH:42][CH:43]=2)[C:38]([O:45][C:46]2[CH:51]=[CH:50][N:49]=[C:48]([NH:52][C:53]3[CH:58]=[C:57]([O:59][CH2:60][CH2:61][O:62][CH2:63][CH2:64][O:65][CH2:66][CH2:67][O:68][CH3:69])[CH:56]=[C:55]([O:70][CH3:71])[CH:54]=3)[CH:47]=2)=[CH:37][CH:36]=1. (3) The reactants are: [CH3:1][O:2][C:3]1[CH:8]=[CH:7][C:6]([CH:9]([C:29]2[CH:34]=[CH:33][C:32]([O:35][CH3:36])=[CH:31][CH:30]=2)[NH:10][C:11]([C:13]2[C:18]([NH:19][C:20]3[CH:25]=[C:24]([CH3:26])[CH:23]=[C:22]([CH3:27])[N:21]=3)=[CH:17][C:16](Br)=[CH:15][N:14]=2)=[O:12])=[CH:5][CH:4]=1.[NH2:37][CH2:38][CH2:39][CH2:40][NH:41][C:42](=[O:48])[O:43][C:44]([CH3:47])([CH3:46])[CH3:45].CC1(C)C2C(=C(P(C3C=CC=CC=3)C3C=CC=CC=3)C=CC=2)OC2C(P(C3C=CC=CC=3)C3C=CC=CC=3)=CC=CC1=2.C(=O)([O-])[O-].[Cs+].[Cs+]. Given the product [CH3:1][O:2][C:3]1[CH:8]=[CH:7][C:6]([CH:9]([NH:10][C:11]([C:13]2[N:14]=[CH:15][C:16]([NH:37][CH2:38][CH2:39][CH2:40][NH:41][C:42](=[O:48])[O:43][C:44]([CH3:46])([CH3:45])[CH3:47])=[CH:17][C:18]=2[NH:19][C:20]2[CH:25]=[C:24]([CH3:26])[CH:23]=[C:22]([CH3:27])[N:21]=2)=[O:12])[C:29]2[CH:34]=[CH:33][C:32]([O:35][CH3:36])=[CH:31][CH:30]=2)=[CH:5][CH:4]=1, predict the reactants needed to synthesize it. (4) Given the product [Br:1][C:2]1[CH:3]=[CH:4][C:5]2[N:8]=[C:9]([NH:10][C@H:11]([C:28]([O:30][C:31]([CH3:32])([CH3:34])[CH3:33])=[O:29])[CH2:12][NH:13][C:14](=[O:27])[C:15]3[CH:20]=[CH:19][C:18]([CH2:21][CH2:22][C:23]([O:25][CH3:26])=[O:24])=[CH:17][CH:16]=3)[S:35][C:6]=2[CH:7]=1, predict the reactants needed to synthesize it. The reactants are: [Br:1][C:2]1[CH:7]=[CH:6][C:5]([NH:8][C:9](=[S:35])[NH:10][C@H:11]([C:28]([O:30][C:31]([CH3:34])([CH3:33])[CH3:32])=[O:29])[CH2:12][NH:13][C:14](=[O:27])[C:15]2[CH:20]=[CH:19][C:18]([CH2:21][CH2:22][C:23]([O:25][CH3:26])=[O:24])=[CH:17][CH:16]=2)=[CH:4][CH:3]=1. (5) The reactants are: [NH2:1][C:2]1[CH:23]=[CH:22][C:5]2[N:6]([C:10]3[S:11][C:12]4[C:13](=[O:21])[NH:14][C:15]([CH3:20])([CH3:19])[CH2:16][C:17]=4[N:18]=3)[CH2:7][CH2:8][O:9][C:4]=2[CH:3]=1.F[P-](F)(F)(F)(F)F.N1(OC(N(C)C)=[N+](C)C)C2C=CC=CC=2N=N1.Cl.[CH3:49][N:50]1[CH2:55][CH2:54][CH:53]([C:56](O)=[O:57])[CH2:52][CH2:51]1.CCN(C(C)C)C(C)C. Given the product [CH3:19][C:15]1([CH3:20])[NH:14][C:13](=[O:21])[C:12]2[S:11][C:10]([N:6]3[C:5]4[CH:22]=[CH:23][C:2]([NH:1][C:56]([CH:53]5[CH2:54][CH2:55][N:50]([CH3:49])[CH2:51][CH2:52]5)=[O:57])=[CH:3][C:4]=4[O:9][CH2:8][CH2:7]3)=[N:18][C:17]=2[CH2:16]1, predict the reactants needed to synthesize it. (6) Given the product [ClH:45].[NH:29]1[CH2:28][CH2:27][CH:26]([CH2:25][N:23]2[C:24]3[C:20](=[CH:19][CH:18]=[CH:17][C:16]=3[C:14]([NH:13][C@H:11]([C:8]3[CH:7]=[CH:6][C:5]([C:3]([O:2][CH3:1])=[O:4])=[CH:10][CH:9]=3)[CH3:12])=[O:15])[CH:21]=[CH:22]2)[CH2:31][CH2:30]1, predict the reactants needed to synthesize it. The reactants are: [CH3:1][O:2][C:3]([C:5]1[CH:10]=[CH:9][C:8]([C@@H:11]([NH:13][C:14]([C:16]2[CH:17]=[CH:18][CH:19]=[C:20]3[C:24]=2[N:23]([CH2:25][CH:26]2[CH2:31][CH2:30][N:29](C(OC(C)(C)C)=O)[CH2:28][CH2:27]2)[CH:22]=[CH:21]3)=[O:15])[CH3:12])=[CH:7][CH:6]=1)=[O:4].C(OC(=O)C)C.[ClH:45]. (7) Given the product [ClH:1].[C:17]([OH:29])(=[O:28])[CH2:18][C:19]([CH2:24][C:25]([OH:27])=[O:26])([C:21]([OH:23])=[O:22])[OH:20], predict the reactants needed to synthesize it. The reactants are: [ClH:1].O1CCOCC1.Cl.CCOCC.Cl.CO.[C:17]([OH:29])(=[O:28])[CH2:18][C:19]([CH2:24][C:25]([OH:27])=[O:26])([C:21]([OH:23])=[O:22])[OH:20]. (8) Given the product [CH2:1]([C:4]1[C:12]2[C:11](=[O:13])[N:10]([CH3:14])[C:9](=[O:15])[N:8]([CH3:16])[C:7]=2[S:6][C:5]=1[C:17]([OH:19])=[O:18])[CH:2]=[CH2:3], predict the reactants needed to synthesize it. The reactants are: [CH2:1]([C:4]1[C:12]2[C:11](=[O:13])[N:10]([CH3:14])[C:9](=[O:15])[N:8]([CH3:16])[C:7]=2[S:6][C:5]=1[C:17]([O:19]CC)=[O:18])[CH:2]=[CH2:3].[OH-].[K+]. (9) Given the product [Cl:1][C:2]1[CH:7]=[C:6]([C:16](=[O:15])[CH3:17])[CH:5]=[CH:4][N:3]=1, predict the reactants needed to synthesize it. The reactants are: [Cl:1][C:2]1[CH:7]=[C:6](C#N)[CH:5]=[CH:4][N:3]=1.C[Mg]I.CC[O:15][CH2:16][CH3:17].